This data is from Reaction yield outcomes from USPTO patents with 853,638 reactions. The task is: Predict the reaction yield, written as a fraction of the theoretical maximum amount of product (1.0 means a 100% yield; for example, 0.34 means a 34% yield). (1) The reactants are [Cl-].O[NH3+:3].[C:4](=[O:7])([O-])[OH:5].[Na+].CS(C)=O.[F:13][C:14]1[CH:15]=[C:16]([C:46]2[C:47]([C:52]#[N:53])=[CH:48][CH:49]=[CH:50][CH:51]=2)[CH:17]=[CH:18][C:19]=1[CH2:20][C:21]1[C:22](=[O:45])[N:23]([C@H:33]2[CH2:38][CH2:37][C@H:36]([O:39][CH2:40][C:41]([OH:44])([CH3:43])[CH3:42])[CH2:35][CH2:34]2)[C:24]2[N:25]([N:30]=[CH:31][CH:32]=2)[C:26]=1[CH2:27][CH2:28][CH3:29]. The catalyst is C(OCC)(=O)C. The product is [F:13][C:14]1[CH:15]=[C:16]([C:46]2[CH:51]=[CH:50][CH:49]=[CH:48][C:47]=2[C:52]2[NH:3][C:4](=[O:7])[O:5][N:53]=2)[CH:17]=[CH:18][C:19]=1[CH2:20][C:21]1[C:22](=[O:45])[N:23]([C@H:33]2[CH2:38][CH2:37][C@H:36]([O:39][CH2:40][C:41]([OH:44])([CH3:42])[CH3:43])[CH2:35][CH2:34]2)[C:24]2[N:25]([N:30]=[CH:31][CH:32]=2)[C:26]=1[CH2:27][CH2:28][CH3:29]. The yield is 0.780. (2) The catalyst is C(#N)C. The yield is 0.247. The reactants are FC(F)(F)C([N:5]([C@@H:13]1[CH2:15][C@H:14]1[C:16]1[CH:21]=[CH:20][CH:19]=[CH:18][CH:17]=1)[CH2:6][CH:7]1[CH2:12][CH2:11][NH:10][CH2:9][CH2:8]1)=O.C(=O)([O-])[O-].[K+].[K+].Br[CH2:31][C:32]([O:34][C:35]([CH3:38])([CH3:37])[CH3:36])=[O:33]. The product is [C:16]1([C@@H:14]2[CH2:15][C@H:13]2[NH:5][CH2:6][CH:7]2[CH2:8][CH2:9][N:10]([CH2:31][C:32]([O:34][C:35]([CH3:38])([CH3:37])[CH3:36])=[O:33])[CH2:11][CH2:12]2)[CH:17]=[CH:18][CH:19]=[CH:20][CH:21]=1. (3) The reactants are Br[C:2]1[C:10]2[C:5](=[CH:6][CH:7]=[C:8]([C:11]#[N:12])[CH:9]=2)[N:4](C2CCCCO2)[N:3]=1.[CH3:19][O:20][C:21]1[CH:22]=[C:23]2[C:28](=[CH:29][CH:30]=1)[CH:27]=[C:26](B(O)O)[CH:25]=[CH:24]2.ClCCl.P([O-])([O-])([O-])=O.[K+].[K+].[K+].Cl. The catalyst is COCCOC.CO. The product is [CH3:19][O:20][C:21]1[CH:22]=[C:23]2[C:28](=[CH:29][CH:30]=1)[CH:27]=[C:26]([C:2]1[C:10]3[C:5](=[CH:6][CH:7]=[C:8]([C:11]#[N:12])[CH:9]=3)[NH:4][N:3]=1)[CH:25]=[CH:24]2. The yield is 0.470. (4) The reactants are [CH3:1][O:2][C:3](=[O:15])[C:4]1[C:5](=[C:10]([NH2:14])[CH:11]=[CH:12][CH:13]=1)[C:6]([O:8][CH3:9])=[O:7].[CH:16](=O)[CH2:17][CH2:18][CH2:19][CH3:20].C(O)(=O)C.C(O[BH-](OC(=O)C)OC(=O)C)(=O)C.[Na+]. The catalyst is C(Cl)Cl. The product is [CH3:1][O:2][C:3](=[O:15])[C:4]1[C:5](=[C:10]([NH:14][CH2:16][CH2:17][CH2:18][CH2:19][CH3:20])[CH:11]=[CH:12][CH:13]=1)[C:6]([O:8][CH3:9])=[O:7]. The yield is 1.00. (5) The reactants are [CH2:1]=[C:2]([CH2:7][C:8]([O:10]C)=O)[C:3]([O:5][CH3:6])=[O:4].[CH3:12][O:13][C:14]1[CH:19]=[CH:18][C:17]([CH2:20][NH2:21])=[CH:16][CH:15]=1. The catalyst is CO. The product is [CH3:12][O:13][C:14]1[CH:19]=[CH:18][C:17]([CH2:20][N:21]2[C:8](=[O:10])[CH2:7][CH:2]([C:3]([O:5][CH3:6])=[O:4])[CH2:1]2)=[CH:16][CH:15]=1. The yield is 0.861. (6) The reactants are [CH3:1][O:2][C:3]([C:5]1[S:6][C:7]([Br:30])=[CH:8][C:9]=1[N:10]([CH:20]1[CH2:29][CH2:28][C:23]2(OCC[O:24]2)[CH2:22][CH2:21]1)[C:11]([C@H:13]1[CH2:18][CH2:17][C@H:16]([CH3:19])[CH2:15][CH2:14]1)=[O:12])=[O:4].Cl. The catalyst is O1CCCC1. The product is [CH3:1][O:2][C:3]([C:5]1[S:6][C:7]([Br:30])=[CH:8][C:9]=1[N:10]([C:11]([C@H:13]1[CH2:14][CH2:15][C@H:16]([CH3:19])[CH2:17][CH2:18]1)=[O:12])[CH:20]1[CH2:29][CH2:28][C:23](=[O:24])[CH2:22][CH2:21]1)=[O:4]. The yield is 0.950. (7) The reactants are [H-].[Na+].[C:3](#[N:7])[CH2:4][C:5]#[N:6].[CH:8]1([C:14](Cl)=O)[CH2:13][CH2:12][CH2:11][CH2:10][CH2:9]1.COS(=O)(=O)OC.C(N(CC)CC)C.[CH3:31][NH:32][NH2:33]. The catalyst is O1CCCC1. The product is [NH2:6][C:5]1[N:32]([CH3:31])[N:33]=[C:14]([CH:8]2[CH2:13][CH2:12][CH2:11][CH2:10][CH2:9]2)[C:4]=1[C:3]#[N:7]. The yield is 0.390. (8) The reactants are N1C=CN=C1.[OH:6][C:7]1[C:12](=[O:13])[CH:11]=[CH:10][O:9][C:8]=1[CH3:14].[C:15]([Si:19]([CH3:22])([CH3:21])Cl)([CH3:18])([CH3:17])[CH3:16].C(=O)([O-])O. The catalyst is CN(C)C=O. The product is [Si:19]([O:6][C:7]1[C:12](=[O:13])[CH:11]=[CH:10][O:9][C:8]=1[CH3:14])([C:15]([CH3:18])([CH3:17])[CH3:16])([CH3:22])[CH3:21]. The yield is 0.980. (9) The reactants are [F:1][C:2]1[CH:24]=[CH:23][C:5]([O:6][C:7]2[CH:8]=[C:9]3[C:13](=[CH:14][C:15]=2[C:16](N)=[O:17])[N:12]([CH2:19][CH:20]([CH3:22])[CH3:21])[N:11]=[CH:10]3)=[CH:4][CH:3]=1.C(N1C=CN=C1)(N1C=CN=C1)=O.[CH3:37][NH:38][CH:39]1[CH2:44][CH2:43][N:42]([CH3:45])[CH2:41][CH2:40]1. The catalyst is C1COCC1. The product is [CH3:37][N:38]([CH:39]1[CH2:44][CH2:43][N:42]([CH3:45])[CH2:41][CH2:40]1)[C:16]([C:15]1[CH:14]=[C:13]2[C:9]([CH:10]=[N:11][N:12]2[CH2:19][CH:20]([CH3:22])[CH3:21])=[CH:8][C:7]=1[O:6][C:5]1[CH:4]=[CH:3][C:2]([F:1])=[CH:24][CH:23]=1)=[O:17]. The yield is 0.0300.